Dataset: Retrosynthesis with 50K atom-mapped reactions and 10 reaction types from USPTO. Task: Predict the reactants needed to synthesize the given product. (1) Given the product COc1ccc([C@@H]2Sc3cc(Cl)ccc3N(CCN(C)C)C(=O)[C@@H]2OC(C)=O)cc1, predict the reactants needed to synthesize it. The reactants are: CC(=O)O.COc1ccc([C@@H]2Sc3cc(Cl)ccc3N(CCN(C)C)C(=O)[C@@H]2O)cc1. (2) Given the product CCc1cc(Br)cc(Cl)c1OC, predict the reactants needed to synthesize it. The reactants are: CCc1cc(Br)cc(Cl)c1O.CI. (3) Given the product Cc1nc(-c2ccccc2OCc2ccccc2)n(CCc2ccccc2)c(=O)c1-c1ccc(-c2cnco2)s1, predict the reactants needed to synthesize it. The reactants are: Brc1ccc(-c2cnco2)s1.Cc1nc(-c2ccccc2OCc2ccccc2)n(CCc2ccccc2)c(=O)c1Br.